Dataset: Full USPTO retrosynthesis dataset with 1.9M reactions from patents (1976-2016). Task: Predict the reactants needed to synthesize the given product. (1) Given the product [C:1]([C:3]1[S:7][C:6]([NH:8][C:9]2[N:14]=[C:13]([N:15]3[CH2:19][CH2:18][CH2:17][CH:16]3[C:20]3[CH:25]=[CH:24][C:23]([CH3:26])=[CH:22][CH:21]=3)[N:12]=[C:11]([C:27]([NH:72][C@H:73]([CH3:74])[CH2:75][OH:76])=[O:29])[CH:10]=2)=[N:5][CH:4]=1)#[N:2], predict the reactants needed to synthesize it. The reactants are: [C:1]([C:3]1[S:7][C:6]([NH:8][C:9]2[N:14]=[C:13]([N:15]3[CH2:19][CH2:18][CH2:17][CH:16]3[C:20]3[CH:25]=[CH:24][C:23]([CH3:26])=[CH:22][CH:21]=3)[N:12]=[C:11]([C:27]([OH:29])=O)[CH:10]=2)=[N:5][CH:4]=1)#[N:2].C1CN([P+](ON2N=NC3C=CC=CC2=3)(N2CCCC2)N2CCCC2)CC1.F[P-](F)(F)(F)(F)F.CCN(C(C)C)C(C)C.[NH2:72][C@@H:73]([CH2:75][OH:76])[CH3:74]. (2) Given the product [C:24]([O:28][C:29]([N:31]1[CH2:36][CH2:35][N:34]([CH2:12][C:10]2[O:9][N:8]=[C:7]([C:4]3[CH:3]=[CH:2][N:1]=[CH:6][CH:5]=3)[N:11]=2)[CH2:33][CH2:32]1)=[O:30])([CH3:27])([CH3:25])[CH3:26], predict the reactants needed to synthesize it. The reactants are: [N:1]1[CH:6]=[CH:5][C:4]([C:7]2[N:11]=[C:10]([CH2:12]OS(C)(=O)=O)[O:9][N:8]=2)=[CH:3][CH:2]=1.C(=O)([O-])[O-].[K+].[K+].[C:24]([O:28][C:29]([N:31]1[CH2:36][CH2:35][NH:34][CH2:33][CH2:32]1)=[O:30])([CH3:27])([CH3:26])[CH3:25]. (3) The reactants are: [C:1]([O:4][CH2:5][CH2:6][CH2:7][CH2:8][CH2:9][CH2:10][O:11][C:12]1[CH:17]=[C:16]([N+:18]([O-:20])=[O:19])[C:15]([CH:21]=[O:22])=[CH:14][C:13]=1[O:23][CH3:24])(=[O:3])[CH3:2].[BH4-].[Na+].[Cl-].[NH4+].C(N(CC)CC)C. Given the product [C:1]([O:4][CH2:5][CH2:6][CH2:7][CH2:8][CH2:9][CH2:10][O:11][C:12]1[CH:17]=[C:16]([N+:18]([O-:20])=[O:19])[C:15]([CH2:21][OH:22])=[CH:14][C:13]=1[O:23][CH3:24])(=[O:3])[CH3:2], predict the reactants needed to synthesize it. (4) Given the product [ClH:31].[ClH:31].[CH:24]1([CH2:23][O:22][CH2:21][CH2:20][N:19]2[C:18]3[CH:27]=[CH:28][CH:29]=[CH:30][C:17]=3[N:16]=[C:15]2[N:11]2[CH2:12][CH2:13][CH2:14][NH:8][CH2:9][CH2:10]2)[CH2:25][CH2:26]1, predict the reactants needed to synthesize it. The reactants are: C(OC([N:8]1[CH2:14][CH2:13][CH2:12][N:11]([C:15]2[N:19]([CH2:20][CH2:21][O:22][CH2:23][CH:24]3[CH2:26][CH2:25]3)[C:18]3[CH:27]=[CH:28][CH:29]=[CH:30][C:17]=3[N:16]=2)[CH2:10][CH2:9]1)=O)(C)(C)C.[ClH:31].